This data is from Forward reaction prediction with 1.9M reactions from USPTO patents (1976-2016). The task is: Predict the product of the given reaction. The product is: [Cl:19][CH2:2][C:3]1[CH:8]=[CH:7][C:6]([NH:9][C:10](=[O:16])[O:11][C:12]([CH3:15])([CH3:14])[CH3:13])=[CH:5][CH:4]=1. Given the reactants O[CH2:2][C:3]1[CH:8]=[CH:7][C:6]([NH:9][C:10](=[O:16])[O:11][C:12]([CH3:15])([CH3:14])[CH3:13])=[CH:5][CH:4]=1.S(Cl)([Cl:19])=O, predict the reaction product.